Predict the reaction yield, written as a fraction of the theoretical maximum amount of product (1.0 means a 100% yield; for example, 0.34 means a 34% yield). From a dataset of Reaction yield outcomes from USPTO patents with 853,638 reactions. The reactants are ClC(Cl)(O[C:5](=[O:11])[O:6][C:7](Cl)(Cl)Cl)Cl.[Cl:13][C:14]1[C:15]([O:24][C:25]2[CH:30]=[C:29]([O:31][CH2:32][CH2:33][O:34][CH3:35])[CH:28]=[CH:27][C:26]=2[CH2:36][CH2:37]CO)=[N:16][CH:17]=[C:18]([C:20]([F:23])([F:22])[F:21])[CH:19]=1.[Cl:40][C:41]1[CH:46]=[CH:45][CH:44]=[CH:43][C:42]=1[S:47]([NH2:50])(=[O:49])=[O:48].C(N(CC)C(C)C)(C)C.Cl. The catalyst is C1(C)C=CC=CC=1.CN(C)C1C=CN=CC=1.C(OCC)(=O)C.O1CCCC1.N1C=CC=CC=1. The product is [Cl:40][C:41]1[CH:46]=[CH:45][CH:44]=[CH:43][C:42]=1[S:47]([NH:50][C:5](=[O:11])[O:6][CH2:7][CH2:37][CH2:36][C:26]1[CH:27]=[CH:28][C:29]([O:31][CH2:32][CH2:33][O:34][CH3:35])=[CH:30][C:25]=1[O:24][C:15]1[C:14]([Cl:13])=[CH:19][C:18]([C:20]([F:22])([F:23])[F:21])=[CH:17][N:16]=1)(=[O:49])=[O:48]. The yield is 0.350.